From a dataset of Catalyst prediction with 721,799 reactions and 888 catalyst types from USPTO. Predict which catalyst facilitates the given reaction. (1) Reactant: Cl[C:2]1[C:11]2[C:6](=[CH:7][C:8]([O:14][CH3:15])=[C:9]([O:12][CH3:13])[CH:10]=2)[N:5]=[CH:4][CH:3]=1.[CH3:16][C:17]1[CH:22]=[C:21]([CH3:23])[CH:20]=[CH:19][C:18]=1[OH:24].[OH-].[Na+]. Product: [CH3:16][C:17]1[CH:22]=[C:21]([CH3:23])[CH:20]=[CH:19][C:18]=1[O:24][C:2]1[C:11]2[C:6](=[CH:7][C:8]([O:14][CH3:15])=[C:9]([O:12][CH3:13])[CH:10]=2)[N:5]=[CH:4][CH:3]=1. The catalyst class is: 270. (2) Reactant: OC(C(F)(F)F)=O.[NH2:8][C@@H:9]1[CH2:13][CH2:12][CH2:11][C@H:10]1[OH:14].[C:15]1([C:21]([C:23]2[CH:28]=[CH:27][CH:26]=[CH:25][CH:24]=2)=N)[CH:20]=[CH:19][CH:18]=[CH:17][CH:16]=1. Product: [C:15]1([C:21](=[N:8][C@@H:9]2[CH2:13][CH2:12][CH2:11][C@H:10]2[OH:14])[C:23]2[CH:24]=[CH:25][CH:26]=[CH:27][CH:28]=2)[CH:20]=[CH:19][CH:18]=[CH:17][CH:16]=1. The catalyst class is: 2. (3) Reactant: [Cl:1][C:2]1[CH:7]=[CH:6][CH:5]=[CH:4][C:3]=1[N:8]1[CH2:14][CH2:13][CH2:12][N:11](/[C:15](/[CH3:22])=[C:16](/[C:20]#[N:21])\[C:17](=[S:19])[NH2:18])[CH2:10][CH2:9]1.[CH3:23]OC(OC)N(C)C.[OH-].[Na+].Cl[CH2:34][C:35]([NH2:37])=[O:36]. Product: [NH2:21][C:20]1[C:16]2[C:17](=[N:18][CH:23]=[CH:22][C:15]=2[N:11]2[CH2:12][CH2:13][CH2:14][N:8]([C:3]3[CH:4]=[CH:5][CH:6]=[CH:7][C:2]=3[Cl:1])[CH2:9][CH2:10]2)[S:19][C:34]=1[C:35]([NH2:37])=[O:36]. The catalyst class is: 8.